This data is from Forward reaction prediction with 1.9M reactions from USPTO patents (1976-2016). The task is: Predict the product of the given reaction. (1) Given the reactants [NH2:1][C:2]1[CH:3]=[C:4]([C:9]2[CH:14]=[CH:13][C:12]([O:15][CH:16]([CH3:18])[CH3:17])=[CH:11][CH:10]=2)[CH:5]=[CH:6][C:7]=1[OH:8].[Cl:19][C:20]1[CH:28]=[CH:27][C:26]([N+:29]([O-:31])=[O:30])=[CH:25][C:21]=1[C:22](Cl)=O, predict the reaction product. The product is: [Cl:19][C:20]1[CH:28]=[CH:27][C:26]([N+:29]([O-:31])=[O:30])=[CH:25][C:21]=1[C:22]1[O:8][C:7]2[CH:6]=[CH:5][C:4]([C:9]3[CH:14]=[CH:13][C:12]([O:15][CH:16]([CH3:18])[CH3:17])=[CH:11][CH:10]=3)=[CH:3][C:2]=2[N:1]=1. (2) Given the reactants [CH3:1][C:2]1([CH3:14])[C:6]([CH3:8])([CH3:7])[O:5][B:4]([C:9]2[CH:10]=[N:11][NH:12][CH:13]=2)[O:3]1.[CH3:15][C:16]1([CH3:19])[CH2:18][O:17]1.C([O-])([O-])=O.[Cs+].[Cs+], predict the reaction product. The product is: [CH3:15][C:16]([OH:17])([CH3:19])[CH2:18][N:12]1[CH:13]=[C:9]([B:4]2[O:5][C:6]([CH3:7])([CH3:8])[C:2]([CH3:14])([CH3:1])[O:3]2)[CH:10]=[N:11]1. (3) Given the reactants [NH2:1][C:2]1[CH:7]=[CH:6][C:5]([Cl:8])=[CH:4][C:3]=1[NH:9][C:10](=O)[C:11]1[CH:16]=[C:15]([Br:17])[CH:14]=[CH:13][C:12]=1[F:18], predict the reaction product. The product is: [Br:17][C:15]1[CH:14]=[CH:13][C:12]([F:18])=[C:11]([C:10]2[NH:1][C:2]3[CH:7]=[CH:6][C:5]([Cl:8])=[CH:4][C:3]=3[N:9]=2)[CH:16]=1. (4) Given the reactants O=[C:2]1[C:10]2[CH:9]=[CH:8][CH:7]=[C:6]([C:11]([OH:13])=[O:12])[C:5]=2[CH2:4][CH2:3]1.Cl.[F:15][C:16]1[CH:21]=[CH:20][C:19]([NH:22]N)=[CH:18][CH:17]=1, predict the reaction product. The product is: [F:15][C:16]1[CH:21]=[CH:20][C:19]2[NH:22][C:2]3[C:10]4[CH:9]=[CH:8][CH:7]=[C:6]([C:11]([OH:13])=[O:12])[C:5]=4[CH2:4][C:3]=3[C:18]=2[CH:17]=1. (5) Given the reactants [CH:1]([N:14]1[CH2:17][CH:16]([CH2:18][OH:19])[CH2:15]1)([C:8]1[CH:13]=[CH:12][CH:11]=[CH:10][CH:9]=1)[C:2]1[CH:7]=[CH:6][CH:5]=[CH:4][CH:3]=1.[Cl:20][C:21]1[C:22](F)=[CH:23][C:24]([F:34])=[C:25]([CH:33]=1)[C:26]([O:28][C:29]([CH3:32])([CH3:31])[CH3:30])=[O:27].CC(C)([O-])C.[K+], predict the reaction product. The product is: [CH:1]([N:14]1[CH2:17][CH:16]([CH2:18][O:19][C:22]2[C:21]([Cl:20])=[CH:33][C:25]([C:26]([O:28][C:29]([CH3:30])([CH3:31])[CH3:32])=[O:27])=[C:24]([F:34])[CH:23]=2)[CH2:15]1)([C:8]1[CH:13]=[CH:12][CH:11]=[CH:10][CH:9]=1)[C:2]1[CH:3]=[CH:4][CH:5]=[CH:6][CH:7]=1. (6) Given the reactants [CH2:1]([NH:4][C:5]1[C:14]([NH2:15])=[CH:13][C:8]([C:9]([O:11][CH3:12])=[O:10])=[C:7]([NH:16][C:17]2[CH:22]=[CH:21][C:20]([I:23])=[CH:19][C:18]=2[F:24])[C:6]=1[F:25])[CH:2]=[CH2:3].[C:26](O)(=O)C.C(N)=O.C(=O)(O)[O-].[Na+].O, predict the reaction product. The product is: [CH2:1]([N:4]1[C:5]2[C:6]([F:25])=[C:7]([NH:16][C:17]3[CH:22]=[CH:21][C:20]([I:23])=[CH:19][C:18]=3[F:24])[C:8]([C:9]([O:11][CH3:12])=[O:10])=[CH:13][C:14]=2[N:15]=[CH:26]1)[CH:2]=[CH2:3]. (7) Given the reactants [NH2:1][C:2]1[C:11]2[N:12]=[C:13]3[CH2:18][O:17][CH2:16][C@H:15]([CH2:19][OH:20])[N:14]3[C:10]=2[C:9]2[C:4](=[CH:5][CH:6]=[CH:7][CH:8]=2)[N:3]=1.[C:21]1(P([C:21]2[CH:26]=[CH:25][CH:24]=[CH:23][CH:22]=2)[C:21]2[CH:26]=[CH:25][CH:24]=[CH:23][CH:22]=2)[CH:26]=[CH:25][CH:24]=[CH:23][CH:22]=1.C1(O)C=CC=CC=1.N(C(OC(C)C)=O)=NC(OC(C)C)=O, predict the reaction product. The product is: [O:20]([CH2:19][C@@H:15]1[N:14]2[C:10]3[C:9]4[C:4](=[CH:5][CH:6]=[CH:7][CH:8]=4)[N:3]=[C:2]([NH2:1])[C:11]=3[N:12]=[C:13]2[CH2:18][O:17][CH2:16]1)[C:21]1[CH:26]=[CH:25][CH:24]=[CH:23][CH:22]=1. (8) Given the reactants [Cl-].[Cl-].[Cl-].[Al+3].[H-].[Al+3].[Li+].[H-].[H-].[H-].[F:11][C:12]1[CH:13]=[CH:14][C:15]([O:21][CH3:22])=[C:16]([CH2:18][C:19]#[N:20])[CH:17]=1.[OH-].[Na+], predict the reaction product. The product is: [F:11][C:12]1[CH:13]=[CH:14][C:15]([O:21][CH3:22])=[C:16]([CH2:18][CH2:19][NH2:20])[CH:17]=1. (9) Given the reactants [CH2:1]([O:3][P:4]([C:9]([F:28])([F:27])[CH2:10][C@@H:11]([OH:26])[C@@H:12]([OH:25])[C@H:13]([OH:24])[CH:14]=[N:15][O:16][CH2:17][C:18]1[CH:23]=[CH:22][CH:21]=[CH:20][CH:19]=1)(=[O:8])[O:5][CH2:6][CH3:7])[CH3:2].B.C1COCC1.C(Cl)Cl.CO, predict the reaction product. The product is: [CH2:1]([O:3][P:4]([C:9]([F:28])([F:27])[CH2:10][C@@H:11]([OH:26])[C@@H:12]([OH:25])[C@@H:13]([OH:24])[CH2:14][NH:15][O:16][CH2:17][C:18]1[CH:19]=[CH:20][CH:21]=[CH:22][CH:23]=1)(=[O:8])[O:5][CH2:6][CH3:7])[CH3:2].